This data is from Reaction yield outcomes from USPTO patents with 853,638 reactions. The task is: Predict the reaction yield, written as a fraction of the theoretical maximum amount of product (1.0 means a 100% yield; for example, 0.34 means a 34% yield). (1) The reactants are [F:1][C:2]1[CH:3]=[C:4]([NH2:10])[C:5]([NH2:9])=[CH:6][C:7]=1[F:8].C(N(CC)CC)C.[S:18](Cl)(Cl)=O. The catalyst is C(Cl)Cl. The product is [F:1][C:2]1[C:7]([F:8])=[CH:6][C:5]2=[N:9][S:18][N:10]=[C:4]2[CH:3]=1. The yield is 0.530. (2) The reactants are C(OC([NH:8][C:9]([CH3:27])([CH3:26])[CH2:10][CH2:11][N:12]1[C:16]2[CH:17]=[C:18]([C:21]([O:23][CH2:24][CH3:25])=[O:22])[CH:19]=[CH:20][C:15]=2[N:14]=[CH:13]1)=O)(C)(C)C.FC(F)(F)C(O)=O. The catalyst is ClCCl. The product is [NH2:8][C:9]([CH3:26])([CH3:27])[CH2:10][CH2:11][N:12]1[C:16]2[CH:17]=[C:18]([C:21]([O:23][CH2:24][CH3:25])=[O:22])[CH:19]=[CH:20][C:15]=2[N:14]=[CH:13]1. The yield is 0.920. (3) The reactants are Cl.C(OC([N:9]1[CH:14]([C:15]2[NH:19][C:18]3[CH:20]=[C:21]([C:24]4[CH:25]=[CH:26][C:27]5[C:31]6[CH:32]=[CH:33][C:34]([C:36]7[NH:37][C:38]([CH:41]8[CH2:45][CH2:44][CH2:43][N:42]8C(OC(C)(C)C)=O)=[N:39][CH:40]=7)=[CH:35][C:30]=6[S:29][C:28]=5[CH:53]=4)[CH:22]=[CH:23][C:17]=3[N:16]=2)[CH:13]2[CH2:54][CH:10]1[CH2:11][CH2:12]2)=O)(C)(C)C.[CH3:55][O:56][C:57]([NH:59][CH:60]([CH:64]([CH3:66])[CH3:65])[C:61](O)=[O:62])=[O:58].C[N:68]1[CH2:73][CH2:72][O:71]CC1.CN(C(ON1N=N[C:84]2[CH:85]=CC=N[C:83]1=2)=[N+](C)C)C.F[P-](F)(F)(F)(F)F.[C:98]([O:101][CH2:102]C)(=[O:100])C. The catalyst is O1CCOCC1.C(Cl)Cl. The product is [CH3:102][O:101][C:98](=[O:100])[NH:68][CH:73]([C:72]([N:42]1[CH2:43][CH2:44][CH2:45][CH:41]1[C:38]1[NH:37][C:36]([C:34]2[CH:33]=[CH:32][C:31]3[C:27]4[CH:26]=[CH:25][C:24]([C:21]5[CH:22]=[CH:23][C:17]6[N:16]=[C:15]([CH:14]7[CH:13]8[CH2:54][CH:10]([CH2:11][CH2:12]8)[N:9]7[C:61](=[O:62])[CH:60]([NH:59][C:57]([O:56][CH3:55])=[O:58])[CH:64]([CH3:66])[CH3:65])[NH:19][C:18]=6[CH:20]=5)=[CH:53][C:28]=4[S:29][C:30]=3[CH:35]=2)=[CH:40][N:39]=1)=[O:71])[CH:84]([CH3:85])[CH3:83]. The yield is 0.590. (4) The reactants are [Br:1][C:2]1[C:6]2[CH:7]=[C:8]([O:11][CH3:12])[CH:9]=[CH:10][C:5]=2[O:4][C:3]=1[C:13]([CH:15]1[CH2:20][CH2:19][CH2:18][CH2:17][CH2:16]1)=O.[NH2:21][C:22]1[CH:31]=[CH:30][C:25]([C:26]([O:28][CH3:29])=[O:27])=[CH:24][CH:23]=1.C(=O)([O-])O.[Na+].C([BH3-])#N.[Na+]. The catalyst is O1CCCC1.[Ti](Cl)(Cl)(Cl)Cl.C(O)(=O)C.C(Cl)Cl.C(N(CC)CC)C. The product is [Br:1][C:2]1[C:6]2[CH:7]=[C:8]([O:11][CH3:12])[CH:9]=[CH:10][C:5]=2[O:4][C:3]=1[CH:13]([NH:21][C:22]1[CH:23]=[CH:24][C:25]([C:26]([O:28][CH3:29])=[O:27])=[CH:30][CH:31]=1)[CH:15]1[CH2:20][CH2:19][CH2:18][CH2:17][CH2:16]1. The yield is 0.690.